From a dataset of Full USPTO retrosynthesis dataset with 1.9M reactions from patents (1976-2016). Predict the reactants needed to synthesize the given product. (1) Given the product [CH3:37][O:36][C:34](=[O:35])[CH2:33][C:19]1[CH:20]=[CH:21][C:22]([C:7]2[CH:12]=[CH:11][N:10]=[C:9]([C:13](=[O:14])[NH:15][CH3:16])[CH:8]=2)=[CH:23][C:18]=1[Cl:17], predict the reactants needed to synthesize it. The reactants are: CC([O-])=O.[K+].Br[C:7]1[CH:12]=[CH:11][N:10]=[C:9]([C:13]([NH:15][CH3:16])=[O:14])[CH:8]=1.[Cl:17][C:18]1[CH:23]=[C:22](B2OC(C)(C)C(C)(C)O2)[CH:21]=[CH:20][C:19]=1[CH2:33][C:34]([O:36][CH3:37])=[O:35]. (2) The reactants are: [OH-].[Na+].C([O:5][C:6]([CH:8]1[CH2:13][CH2:12][N:11]([CH2:14][C:15]2[CH:20]=[CH:19][C:18]([C:21](=[O:48])[N:22]([CH2:24][CH2:25][N:26]3[CH2:31][CH2:30][CH:29]([O:32][C:33](=[O:47])[NH:34][C:35]4[CH:40]=[CH:39][CH:38]=[CH:37][C:36]=4[C:41]4[CH:46]=[CH:45][CH:44]=[CH:43][CH:42]=4)[CH2:28][CH2:27]3)[CH3:23])=[CH:17][CH:16]=2)[CH2:10][CH2:9]1)=[O:7])C. Given the product [C:36]1([C:41]2[CH:46]=[CH:45][CH:44]=[CH:43][CH:42]=2)[CH:37]=[CH:38][CH:39]=[CH:40][C:35]=1[NH:34][C:33]([O:32][CH:29]1[CH2:30][CH2:31][N:26]([CH2:25][CH2:24][N:22]([CH3:23])[C:21]([C:18]2[CH:19]=[CH:20][C:15]([CH2:14][N:11]3[CH2:10][CH2:9][CH:8]([C:6]([OH:7])=[O:5])[CH2:13][CH2:12]3)=[CH:16][CH:17]=2)=[O:48])[CH2:27][CH2:28]1)=[O:47], predict the reactants needed to synthesize it. (3) Given the product [F:1][C:2]1[CH:7]=[CH:6][C:5]([F:8])=[CH:4][C:3]=1[C:9]1[N:14]=[C:13]([C:15]2[CH:20]=[CH:19][CH:18]=[C:17]([C:21]#[C:22][C@:23]3([OH:30])[CH2:27][CH2:26][N:25]([CH3:28])[C:24]3=[O:29])[CH:16]=2)[N:12]=[C:11]([C:31]([NH2:36])=[O:33])[CH:10]=1, predict the reactants needed to synthesize it. The reactants are: [F:1][C:2]1[CH:7]=[CH:6][C:5]([F:8])=[CH:4][C:3]=1[C:9]1[N:14]=[C:13]([C:15]2[CH:20]=[CH:19][CH:18]=[C:17]([C:21]#[C:22][C@:23]3([OH:30])[CH2:27][CH2:26][N:25]([CH3:28])[C:24]3=[O:29])[CH:16]=2)[N:12]=[C:11]([C:31]([O:33]CC)=O)[CH:10]=1.[NH3:36]. (4) Given the product [OH:33][C:26]1([C:8]2[C:7]([OH:10])=[CH:6][C:4]3[O:5][CH2:1][O:2][C:3]=3[CH:9]=2)[C:27]2[C:32](=[CH:31][CH:30]=[CH:29][CH:28]=2)[N:24]([CH2:23][C:21]2[O:22][C:18]([C:17]([F:35])([F:16])[F:36])=[CH:19][CH:20]=2)[C:25]1=[O:34], predict the reactants needed to synthesize it. The reactants are: [CH2:1]1[O:5][C:4]2[CH:6]=[C:7]([OH:10])[CH:8]=[CH:9][C:3]=2[O:2]1.C([Mg]Cl)(C)C.[F:16][C:17]([F:36])([F:35])[C:18]1[O:22][C:21]([CH2:23][N:24]2[C:32]3[C:27](=[CH:28][CH:29]=[CH:30][CH:31]=3)[C:26](=[O:33])[C:25]2=[O:34])=[CH:20][CH:19]=1. (5) Given the product [CH3:30][C@H:13]1[C:12](=[O:11])[N:16]([C:17]([O:19][C:20]([CH3:23])([CH3:22])[CH3:21])=[O:18])[C@H:15]([C:24]([O:26][CH3:27])=[O:25])[CH2:14]1, predict the reactants needed to synthesize it. The reactants are: C[Si](C)(C)[N-][Si](C)(C)C.[Li+].[O:11]=[C:12]1[N:16]([C:17]([O:19][C:20]([CH3:23])([CH3:22])[CH3:21])=[O:18])[C@H:15]([C:24]([O:26][CH3:27])=[O:25])[CH2:14][CH2:13]1.CI.[CH3:30]C(O)=O. (6) Given the product [Cl:1][C:2]1[CH:10]=[CH:9][CH:8]=[C:7]([F:11])[C:3]=1[C:4]([N:35]([CH2:36][CH3:37])[CH2:34][C:14]([CH2:15][NH:16][C:17]1[CH:25]=[CH:24][CH:23]=[C:22]2[C:18]=1[CH:19]=[N:20][N:21]2[C:26]1[CH:27]=[CH:28][C:29]([F:32])=[CH:30][CH:31]=1)([OH:33])[C:13]([F:12])([F:40])[F:39])=[O:5], predict the reactants needed to synthesize it. The reactants are: [Cl:1][C:2]1[CH:10]=[CH:9][CH:8]=[C:7]([F:11])[C:3]=1[C:4](Cl)=[O:5].[F:12][C:13]([F:40])([F:39])[C:14]([CH2:34][NH:35][CH2:36][CH2:37]C)([OH:33])[CH2:15][NH:16][C:17]1[CH:25]=[CH:24][CH:23]=[C:22]2[C:18]=1[CH:19]=[N:20][N:21]2[C:26]1[CH:31]=[CH:30][C:29]([F:32])=[CH:28][CH:27]=1. (7) Given the product [OH:34][CH2:33][C:32]1[C:31]([N:35]2[C:47](=[O:48])[C:39]3[CH:40]=[C:41]4[N:46]([C:38]=3[CH:37]=[N:36]2)[CH2:45][CH2:44][CH2:43][CH2:42]4)=[N:30][CH:29]=[CH:28][C:27]=1[C:4]1[CH:5]=[C:6]([NH:9][C:10]2[CH:15]=[CH:14][C:13]([N:16]3[CH2:21][CH2:20][N:19]([CH:22]4[CH2:23][O:24][CH2:25]4)[CH2:18][C@@H:17]3[CH3:26])=[CH:12][N:11]=2)[C:7](=[O:8])[N:2]([CH3:1])[CH:3]=1, predict the reactants needed to synthesize it. The reactants are: [CH3:1][N:2]1[C:7](=[O:8])[C:6]([NH:9][C:10]2[CH:15]=[CH:14][C:13]([N:16]3[CH2:21][CH2:20][N:19]([CH:22]4[CH2:25][O:24][CH2:23]4)[CH2:18][C@@H:17]3[CH3:26])=[CH:12][N:11]=2)=[CH:5][C:4]([C:27]2[C:32]([CH:33]=[O:34])=[C:31]([N:35]3[C:47](=[O:48])[C:39]4[CH:40]=[C:41]5[N:46]([C:38]=4[CH:37]=[N:36]3)[CH2:45][CH2:44][CH2:43][CH2:42]5)[N:30]=[CH:29][CH:28]=2)=[CH:3]1.[BH4-].[Na+]. (8) Given the product [Cl:22][C:18]1[CH:17]=[CH:16][CH:15]=[C:14]2[C:19]=1[C:11]([S:8]([C:5]1[CH:6]=[CH:7][C:2]([Cl:1])=[CH:3][CH:4]=1)(=[O:10])=[O:9])=[C:12]([CH3:21])[NH:13]2, predict the reactants needed to synthesize it. The reactants are: [Cl:1][C:2]1[CH:7]=[CH:6][C:5]([S:8]([C:11]2[C:19]3[C:14](=[CH:15][CH:16]=[C:17](C)[CH:18]=3)[NH:13][C:12]=2[CH3:21])(=[O:10])=[O:9])=[CH:4][CH:3]=1.[Cl:22]C1C=CC(SC2C3C(=CC=C(C)C=3)NC=2C)=CC=1.